Dataset: Full USPTO retrosynthesis dataset with 1.9M reactions from patents (1976-2016). Task: Predict the reactants needed to synthesize the given product. Given the product [CH3:18][N:19]([CH3:35])[C@H:20]1[CH2:24][CH2:23][N:22]([C:25]([C:27]2[CH:31]=[C:30]([CH3:32])[NH:29][C:28]=2[CH:33]=[C:10]2[C:9]3[C:13](=[CH:14][CH:15]=[CH:16][C:8]=3[C:5]3[CH:4]=[CH:3][C:2]([F:1])=[CH:7][CH:6]=3)[NH:12][C:11]2=[O:17])=[O:26])[CH2:21]1, predict the reactants needed to synthesize it. The reactants are: [F:1][C:2]1[CH:7]=[CH:6][C:5]([C:8]2[CH:16]=[CH:15][CH:14]=[C:13]3[C:9]=2[CH2:10][C:11](=[O:17])[NH:12]3)=[CH:4][CH:3]=1.[CH3:18][N:19]([CH3:35])[C@H:20]1[CH2:24][CH2:23][N:22]([C:25]([C:27]2[CH:31]=[C:30]([CH3:32])[NH:29][C:28]=2[CH:33]=O)=[O:26])[CH2:21]1.